This data is from NCI-60 drug combinations with 297,098 pairs across 59 cell lines. The task is: Regression. Given two drug SMILES strings and cell line genomic features, predict the synergy score measuring deviation from expected non-interaction effect. (1) Drug 1: COC1=CC(=CC(=C1O)OC)C2C3C(COC3=O)C(C4=CC5=C(C=C24)OCO5)OC6C(C(C7C(O6)COC(O7)C8=CC=CS8)O)O. Drug 2: CN(CCCl)CCCl.Cl. Cell line: SK-OV-3. Synergy scores: CSS=20.1, Synergy_ZIP=-7.39, Synergy_Bliss=-1.20, Synergy_Loewe=-13.7, Synergy_HSA=-1.75. (2) Drug 1: C(=O)(N)NO. Drug 2: C1C(C(OC1N2C=NC(=NC2=O)N)CO)O. Cell line: MCF7. Synergy scores: CSS=6.97, Synergy_ZIP=-3.90, Synergy_Bliss=-3.86, Synergy_Loewe=-4.46, Synergy_HSA=-1.12. (3) Drug 1: C1=NC(=NC(=O)N1C2C(C(C(O2)CO)O)O)N. Drug 2: C1CN(P(=O)(OC1)NCCCl)CCCl. Cell line: HOP-62. Synergy scores: CSS=28.4, Synergy_ZIP=-3.31, Synergy_Bliss=2.36, Synergy_Loewe=-52.0, Synergy_HSA=3.35. (4) Drug 1: CC1=C(C=C(C=C1)NC2=NC=CC(=N2)N(C)C3=CC4=NN(C(=C4C=C3)C)C)S(=O)(=O)N.Cl. Drug 2: C1=C(C(=O)NC(=O)N1)F. Cell line: HS 578T. Synergy scores: CSS=46.4, Synergy_ZIP=6.68, Synergy_Bliss=11.3, Synergy_Loewe=6.92, Synergy_HSA=9.58.